This data is from Forward reaction prediction with 1.9M reactions from USPTO patents (1976-2016). The task is: Predict the product of the given reaction. (1) Given the reactants [NH2:1][C:2]1[N:7]=[CH:6][N:5]=[C:4]2[N:8]([CH:25]([C:27]3[O:28][C:29](=[O:43])[C:30]4[C:35]([C:36]=3[C:37]3[CH:42]=[CH:41][CH:40]=[CH:39][CH:38]=3)=[CH:34][CH:33]=[CH:32][CH:31]=4)[CH3:26])[N:9]=[C:10]([C:11]3[CH:12]=[N:13][CH:14]=[C:15]([O:17][Si](C(C)(C)C)(C)C)[CH:16]=3)[C:3]=12.[ClH:44], predict the reaction product. The product is: [ClH:44].[NH2:1][C:2]1[N:7]=[CH:6][N:5]=[C:4]2[N:8]([CH:25]([C:27]3[O:28][C:29](=[O:43])[C:30]4[C:35]([C:36]=3[C:37]3[CH:42]=[CH:41][CH:40]=[CH:39][CH:38]=3)=[CH:34][CH:33]=[CH:32][CH:31]=4)[CH3:26])[N:9]=[C:10]([C:11]3[CH:12]=[N:13][CH:14]=[C:15]([OH:17])[CH:16]=3)[C:3]=12. (2) Given the reactants [NH2:1][C:2]1[CH:3]=[N:4][CH:5]=[C:6](Br)[CH:7]=1.[CH3:9][N:10]1[C:18]2[C:13](=[CH:14][CH:15]=[CH:16][CH:17]=2)[CH:12]=[C:11]1B(O)O.COC1C=CC=C(OC)C=1C1C=CC=CC=1P(C1CCCCC1)C1CCCCC1.P([O-])([O-])([O-])=O.[K+].[K+].[K+], predict the reaction product. The product is: [NH2:1][C:2]1[CH:7]=[C:6]([C:11]2[N:10]([CH3:9])[C:18]3[C:13]([CH:12]=2)=[CH:14][CH:15]=[CH:16][CH:17]=3)[CH:5]=[N:4][CH:3]=1. (3) The product is: [CH3:25][O:24][C:21]1[C:20]([O:26][CH3:27])=[CH:19][C:18]2[C:23]([CH:22]=1)=[CH:5][CH:6]=[C:7]1[C:8]=2[N:9]=[N:9][C:8]2[CH:7]=[C:6]3[O:12][CH2:13][O:14][C:5]3=[CH:4][C:3]1=2. Given the reactants C[Sn](C)(C)[C:3]1[C:8]([N+:9]([O-])=O)=[CH:7][C:6]2[O:12][CH2:13][O:14][C:5]=2[CH:4]=1.Br[C:18]1[CH:19]=[C:20]([O:26][CH3:27])[C:21]([O:24][CH3:25])=[CH:22][CH:23]=1, predict the reaction product. (4) Given the reactants Cl[C:2]1[C:11]2[C:6](=[CH:7][CH:8]=[C:9]([C:12]([O:14]C)=[O:13])[CH:10]=2)[N:5]=[C:4]([C:16]([F:19])([F:18])[F:17])[CH:3]=1.C1C=CC(P(C2C(C3C(P(C4C=CC=CC=4)C4C=CC=CC=4)=CC=C4C=3C=CC=C4)=C3C(C=CC=C3)=CC=2)C2C=CC=CC=2)=CC=1.C(=O)([O-])[O-].[Cs+].[Cs+].[CH:72]1([NH2:78])[CH2:77][CH2:76][CH2:75][CH2:74][CH2:73]1, predict the reaction product. The product is: [CH:72]1([NH:78][C:2]2[C:11]3[C:6](=[CH:7][CH:8]=[C:9]([C:12]([OH:14])=[O:13])[CH:10]=3)[N:5]=[C:4]([C:16]([F:19])([F:18])[F:17])[CH:3]=2)[CH2:77][CH2:76][CH2:75][CH2:74][CH2:73]1. (5) Given the reactants C([O:3][CH2:4][CH3:5])=C.[N+](=[CH:8][C:9]([O:11][CH2:12][CH3:13])=O)=[N-].[OH2:14].[OH-].[Li+:16], predict the reaction product. The product is: [CH2:12]([O:11][CH:9]1[CH2:8][CH:5]1[C:4]([O-:14])=[O:3])[CH3:13].[Li+:16]. (6) Given the reactants [F:1][CH2:2][CH2:3][NH:4][C:5]1[CH:10]=[CH:9][N:8]=[C:7]([NH2:11])[CH:6]=1.Br[CH2:13][C:14]([C:16]1[CH:21]=[CH:20][C:19]([OH:22])=[CH:18][CH:17]=1)=O, predict the reaction product. The product is: [F:1][CH2:2][CH2:3][NH:4][C:5]1[CH:10]=[CH:9][N:8]2[CH:13]=[C:14]([C:16]3[CH:21]=[CH:20][C:19]([OH:22])=[CH:18][CH:17]=3)[N:11]=[C:7]2[CH:6]=1. (7) Given the reactants [CH3:1][CH:2]([CH3:18])[C:3]([NH:5][C:6]1[CH:11]=[CH:10][CH:9]=[C:8]([CH:12]2[CH2:17][CH2:16][NH:15][CH2:14][CH2:13]2)[CH:7]=1)=[O:4].Cl[CH2:20][CH2:21][CH2:22][C:23]([C:25]1[CH:30]=[CH:29][C:28]([CH3:31])=[C:27]([CH3:32])[CH:26]=1)=[O:24].C([O-])([O-])=O.[K+].[K+].[Na+].[I-], predict the reaction product. The product is: [CH3:32][C:27]1[CH:26]=[C:25]([C:23](=[O:24])[CH2:22][CH2:21][CH2:20][N:15]2[CH2:16][CH2:17][CH:12]([C:8]3[CH:7]=[C:6]([NH:5][C:3](=[O:4])[CH:2]([CH3:18])[CH3:1])[CH:11]=[CH:10][CH:9]=3)[CH2:13][CH2:14]2)[CH:30]=[CH:29][C:28]=1[CH3:31]. (8) Given the reactants C([Si](C)(C)[O:6][CH2:7][C:8]([C:10]1[CH:15]=[CH:14][CH:13]=[CH:12][CH:11]=1)=[CH2:9])(C)(C)C.[F-].C([N+](CCCC)(CCCC)CCCC)CCC, predict the reaction product. The product is: [C:10]1([C:8](=[CH2:9])[CH2:7][OH:6])[CH:15]=[CH:14][CH:13]=[CH:12][CH:11]=1. (9) Given the reactants [CH2:1]([O:3][C:4]1[CH:29]=[CH:28][C:7]([CH2:8][C:9]2[N:13]([CH2:14][CH2:15][N:16]([CH2:19][CH3:20])[CH2:17][CH3:18])[C:12]3[CH:21]=[C:22]([N+:25]([O-])=O)[CH:23]=[CH:24][C:11]=3[N:10]=2)=[CH:6][CH:5]=1)[CH3:2].I.CS[C:33]([C:35]1[S:36][CH:37]=[CH:38][CH:39]=1)=[NH:34], predict the reaction product. The product is: [CH2:17]([N:16]([CH2:19][CH3:20])[CH2:15][CH2:14][N:13]1[C:12]2[CH:21]=[C:22]([NH:25][C:33]([C:35]3[S:36][CH:37]=[CH:38][CH:39]=3)=[NH:34])[CH:23]=[CH:24][C:11]=2[N:10]=[C:9]1[CH2:8][C:7]1[CH:28]=[CH:29][C:4]([O:3][CH2:1][CH3:2])=[CH:5][CH:6]=1)[CH3:18]. (10) Given the reactants Br[C:2]1[S:3][C:4]([S:11]([C:14]2[CH:19]=[CH:18][C:17]([C:20]([OH:26])([CH3:25])[C:21]([F:24])([F:23])[F:22])=[CH:16][CH:15]=2)(=[O:13])=[O:12])=[C:5]([C:7]([F:10])([F:9])[F:8])[N:6]=1.[NH:27]1[CH2:31][CH2:30][CH2:29][CH2:28]1.CCOC(C)=O, predict the reaction product. The product is: [F:22][C:21]([F:24])([F:23])[C:20]([C:17]1[CH:18]=[CH:19][C:14]([S:11]([C:4]2[S:3][C:2]([N:27]3[CH2:31][CH2:30][CH2:29][CH2:28]3)=[N:6][C:5]=2[C:7]([F:10])([F:9])[F:8])(=[O:13])=[O:12])=[CH:15][CH:16]=1)([OH:26])[CH3:25].